This data is from Reaction yield outcomes from USPTO patents with 853,638 reactions. The task is: Predict the reaction yield, written as a fraction of the theoretical maximum amount of product (1.0 means a 100% yield; for example, 0.34 means a 34% yield). (1) The catalyst is N1C=CC=CC=1. The yield is 0.580. The product is [Cl:13][C:14]1[CH:19]=[CH:18][C:17]([S:20]([NH:12][C:11]2[N:7]([C:2]3[CH:3]=[CH:4][CH:5]=[CH:6][N:1]=3)[N:8]=[CH:9][CH:10]=2)(=[O:22])=[O:21])=[CH:16][CH:15]=1. The reactants are [N:1]1[CH:6]=[CH:5][CH:4]=[CH:3][C:2]=1[N:7]1[C:11]([NH2:12])=[CH:10][CH:9]=[N:8]1.[Cl:13][C:14]1[CH:19]=[CH:18][C:17]([S:20](Cl)(=[O:22])=[O:21])=[CH:16][CH:15]=1. (2) The reactants are CS(O[C@@H:6]1[CH2:11][CH2:10][CH2:9][N:8]([C:12]2[S:13][C:14]3[CH:20]=[C:19]([Br:21])[CH:18]=[CH:17][C:15]=3[N:16]=2)[CH2:7]1)(=O)=O.[NH:22]1[CH2:27][CH2:26][CH2:25][CH2:24][CH2:23]1. No catalyst specified. The product is [N:22]1([C@H:6]2[CH2:11][CH2:10][CH2:9][N:8]([C:12]3[S:13][C:14]4[CH:20]=[C:19]([Br:21])[CH:18]=[CH:17][C:15]=4[N:16]=3)[CH2:7]2)[CH2:27][CH2:26][CH2:25][CH2:24][CH2:23]1. The yield is 0.240.